Dataset: Forward reaction prediction with 1.9M reactions from USPTO patents (1976-2016). Task: Predict the product of the given reaction. (1) Given the reactants Cl.[CH3:2][O:3][C:4]1[CH:9]=[CH:8][CH:7]=[CH:6][C:5]=1[N:10]1[CH2:15][CH2:14][NH:13][CH2:12][CH2:11]1.[OH-].[Na+].Br[CH2:19][CH2:20][Cl:21].C(OCC)(=O)C.ClCCl, predict the reaction product. The product is: [Cl:21][CH2:20][CH2:19][N:13]1[CH2:14][CH2:15][N:10]([C:5]2[CH:6]=[CH:7][CH:8]=[CH:9][C:4]=2[O:3][CH3:2])[CH2:11][CH2:12]1. (2) Given the reactants I[CH2:2][C:3]1[CH:8]=[CH:7][C:6]([CH2:9][CH2:10][CH3:11])=[CH:5][CH:4]=1.[C-:12]#[N:13].[Na+].S([O-])([O-])(=O)=O.[Mg+2], predict the reaction product. The product is: [CH2:9]([C:6]1[CH:7]=[CH:8][C:3]([CH2:2][C:12]#[N:13])=[CH:4][CH:5]=1)[CH2:10][CH3:11].